This data is from Forward reaction prediction with 1.9M reactions from USPTO patents (1976-2016). The task is: Predict the product of the given reaction. (1) Given the reactants [NH2:1][C:2]1[CH:7]=[CH:6][CH:5]=[CH:4][C:3]=1[S:8]([NH:11][C:12]1[C:13](Cl)=[CH:14][CH:15]=[C:16]2[C:21]=1[N:20]=[CH:19][CH:18]=[C:17]2[O:22][CH3:23])(=[O:10])=[O:9].C([O-])=O.[NH4+], predict the reaction product. The product is: [NH2:1][C:2]1[CH:7]=[CH:6][CH:5]=[CH:4][C:3]=1[S:8]([NH:11][C:12]1[CH:13]=[CH:14][CH:15]=[C:16]2[C:21]=1[N:20]=[CH:19][CH:18]=[C:17]2[O:22][CH3:23])(=[O:9])=[O:10]. (2) Given the reactants Cl[C:2]1[C:7]([C:8]([OH:10])=[O:9])=[CH:6][N:5]=[C:4]([Cl:11])[C:3]=1[Cl:12].[F:13][C:14]1[CH:20]=[C:19]([F:21])[C:18]([F:22])=[CH:17][C:15]=1[NH2:16], predict the reaction product. The product is: [Cl:12][C:3]1[C:4]([Cl:11])=[N:5][CH:6]=[C:7]([C:2]=1[NH:16][C:15]1[CH:17]=[C:18]([F:22])[C:19]([F:21])=[CH:20][C:14]=1[F:13])[C:8]([OH:10])=[O:9]. (3) Given the reactants Cl[C:2]1[N:7]=[C:6]([C:8]2[C:9]([C:18]3[CH:19]=[C:20]([NH:24][C:25](=[O:34])[C:26]4[C:31]([F:32])=[CH:30][CH:29]=[CH:28][C:27]=4[F:33])[CH:21]=[CH:22][CH:23]=3)=[N:10][N:11]3[CH:16]=[CH:15][CH:14]=[C:13]([F:17])[C:12]=23)[CH:5]=[CH:4][N:3]=1.[CH3:35][N:36]([CH3:47])[CH2:37][CH2:38][O:39][C:40]1[CH:41]=[C:42]([CH:44]=[CH:45][CH:46]=1)[NH2:43], predict the reaction product. The product is: [CH3:35][N:36]([CH3:47])[CH2:37][CH2:38][O:39][C:40]1[CH:41]=[C:42]([NH:43][C:2]2[N:7]=[C:6]([C:8]3[C:9]([C:18]4[CH:19]=[C:20]([NH:24][C:25](=[O:34])[C:26]5[C:31]([F:32])=[CH:30][CH:29]=[CH:28][C:27]=5[F:33])[CH:21]=[CH:22][CH:23]=4)=[N:10][N:11]4[CH:16]=[CH:15][CH:14]=[C:13]([F:17])[C:12]=34)[CH:5]=[CH:4][N:3]=2)[CH:44]=[CH:45][CH:46]=1. (4) Given the reactants [CH2:1]([O:3][C:4]1[CH:9]=[CH:8][C:7]([S:10](Cl)(=[O:12])=[O:11])=[CH:6][C:5]=1[C:14]1[NH:19][C:18](=[O:20])[C:17]2=[C:21]([CH3:27])[N:22]=[C:23]([CH2:24][CH2:25][CH3:26])[N:16]2[N:15]=1)[CH3:2].[CH2:28]([N:30]1[CH2:35][CH2:34][NH:33][CH2:32][CH2:31]1)[CH3:29], predict the reaction product. The product is: [CH2:1]([O:3][C:4]1[CH:9]=[CH:8][C:7]([S:10]([N:33]2[CH2:34][CH2:35][N:30]([CH2:28][CH3:29])[CH2:31][CH2:32]2)(=[O:12])=[O:11])=[CH:6][C:5]=1[C:14]1[NH:19][C:18](=[O:20])[C:17]2=[C:21]([CH3:27])[N:22]=[C:23]([CH2:24][CH2:25][CH3:26])[N:16]2[N:15]=1)[CH3:2]. (5) Given the reactants C(OC([NH:8][CH:9]([CH2:13][CH2:14][CH2:15][C:16]1[NH:17][CH:18]=[N:19][CH:20]=1)[C:10]([OH:12])=[O:11])=O)(C)(C)C.Cl.[CH3:22]O, predict the reaction product. The product is: [CH3:22][O:12][C:10](=[O:11])[CH:9]([NH2:8])[CH2:13][CH2:14][CH2:15][C:16]1[NH:17][CH:18]=[N:19][CH:20]=1. (6) Given the reactants [NH2:1][C:2]1[C:3]([CH3:30])=[C:4]([C:8]2[C:20]3[C:19]4[C:14](=[CH:15][C:16]([N:21]5[CH2:26][CH2:25][O:24][CH2:23][CH2:22]5)=[CH:17][CH:18]=4)[NH:13][C:12]=3[C:11]([C:27]([NH2:29])=[O:28])=[N:10][CH:9]=2)[CH:5]=[CH:6][CH:7]=1.[NH:31]1[C:36]2[CH:37]=[CH:38][CH:39]=[CH:40][C:35]=2[C:34](=O)[O:33][C:32]1=O.COC(OC)OC.O.O.O.O.O.O.[N+]([O-])([O-])=O.[La+3].[N+]([O-])([O-])=O.[N+]([O-])([O-])=O, predict the reaction product. The product is: [CH3:30][C:3]1[C:2]([N:1]2[C:34](=[O:33])[C:35]3[C:36](=[CH:37][CH:38]=[CH:39][CH:40]=3)[N:31]=[CH:32]2)=[CH:7][CH:6]=[CH:5][C:4]=1[C:8]1[C:20]2[C:19]3[C:14](=[CH:15][C:16]([N:21]4[CH2:22][CH2:23][O:24][CH2:25][CH2:26]4)=[CH:17][CH:18]=3)[NH:13][C:12]=2[C:11]([C:27]([NH2:29])=[O:28])=[N:10][CH:9]=1. (7) Given the reactants [CH3:1][CH2:2][CH2:3][CH2:4][CH:5]([CH2:8][O:9][C:10]([C:12]1[C:17]([C:18]([O:20][CH2:21][CH:22]([CH2:25][CH2:26][CH2:27][CH3:28])[CH2:23][CH3:24])=[O:19])=[CH:16][CH:15]=[CH:14][CH:13]=1)=[O:11])[CH2:6][CH3:7].[CH3:29][S:30]([CH3:32])=[O:31], predict the reaction product. The product is: [CH3:1][CH2:2][CH2:3][CH2:4][CH:5]([CH2:8][O:9][C:10]([C:12]1[C:17]([C:18]([O:20][CH2:21][CH:22]([CH2:25][CH2:26][CH2:27][CH3:28])[CH2:23][CH3:24])=[O:19])=[CH:16][CH:15]=[CH:14][CH:13]=1)=[O:11])[CH2:6][CH3:7].[CH3:29][S:30]([CH3:32])=[O:31]. (8) Given the reactants [CH:1]1([N:4]=[C:5]=[S:6])[CH2:3][CH2:2]1.[C:7]([O:11][C:12](=[O:25])[N:13]([C@@H:15]([CH2:23][NH2:24])[CH2:16][C:17]1[CH:22]=[CH:21][CH:20]=[CH:19][CH:18]=1)[CH3:14])([CH3:10])([CH3:9])[CH3:8], predict the reaction product. The product is: [C:7]([O:11][C:12](=[O:25])[N:13]([C@H:15]([CH2:16][C:17]1[CH:22]=[CH:21][CH:20]=[CH:19][CH:18]=1)[CH2:23][NH:24][C:5]([NH:4][CH:1]1[CH2:3][CH2:2]1)=[S:6])[CH3:14])([CH3:10])([CH3:8])[CH3:9]. (9) Given the reactants Cl[C:2]1[CH:3]=[C:4]([C:15]([OH:17])=[O:16])[C:5]2[C:10]([CH3:11])=[N:9][N:8]([CH:12]([CH3:14])[CH3:13])[C:6]=2[N:7]=1.Cl, predict the reaction product. The product is: [CH:12]([N:8]1[C:6]2[N:7]=[CH:2][CH:3]=[C:4]([C:15]([OH:17])=[O:16])[C:5]=2[C:10]([CH3:11])=[N:9]1)([CH3:14])[CH3:13]. (10) The product is: [CH3:38][C:34]1[N:33]=[C:32]([C:9]2[C:8]([C:6]3[CH:5]=[CH:4][N:3]=[C:2]([C:44]4[CH:45]=[CH:46][C:41]([C:39]#[N:40])=[CH:42][CH:43]=4)[CH:7]=3)=[CH:12][NH:11][N:10]=2)[CH:37]=[CH:36][CH:35]=1. Given the reactants Br[C:2]1[CH:7]=[C:6]([C:8]2[C:9]([C:32]3[CH:37]=[CH:36][CH:35]=[C:34]([CH3:38])[N:33]=3)=[N:10][N:11](C(C3C=CC=CC=3)(C3C=CC=CC=3)C3C=CC=CC=3)[CH:12]=2)[CH:5]=[CH:4][N:3]=1.[C:39]([C:41]1[CH:46]=[CH:45][C:44](B(O)O)=[CH:43][CH:42]=1)#[N:40], predict the reaction product.